Dataset: Catalyst prediction with 721,799 reactions and 888 catalyst types from USPTO. Task: Predict which catalyst facilitates the given reaction. (1) Reactant: C(OC(=O)[NH:7][CH:8]1[CH2:13][CH2:12][CH:11]([NH:14][C:15]2[N:20]=[C:19]3[N:21](COCC[Si](C)(C)C)[N:22]=[C:23]([C:24]4[CH:29]=[CH:28][CH:27]=[C:26]([NH:30][CH2:31][C:32]5[CH:37]=[CH:36][C:35]([Cl:38])=[CH:34][CH:33]=5)[CH:25]=4)[C:18]3=[CH:17][N:16]=2)[CH2:10][CH2:9]1)(C)(C)C.C(O)(C(F)(F)F)=O. Product: [Cl:38][C:35]1[CH:36]=[CH:37][C:32]([CH2:31][NH:30][C:26]2[CH:25]=[C:24]([C:23]3[C:18]4[C:19](=[N:20][C:15]([NH:14][CH:11]5[CH2:10][CH2:9][CH:8]([NH2:7])[CH2:13][CH2:12]5)=[N:16][CH:17]=4)[NH:21][N:22]=3)[CH:29]=[CH:28][CH:27]=2)=[CH:33][CH:34]=1. The catalyst class is: 4. (2) Reactant: [CH3:1][C:2]1[CH:7]=[C:6]([CH3:8])[CH:5]=[CH:4][C:3]=1[S:9][C:10]1[CH:15]=[CH:14][CH:13]=[CH:12][C:11]=1[N:16]1[CH2:21][CH2:20][NH:19][CH2:18][CH2:17]1.[ClH:22]. Product: [ClH:22].[CH3:1][C:2]1[CH:7]=[C:6]([CH3:8])[CH:5]=[CH:4][C:3]=1[S:9][C:10]1[CH:15]=[CH:14][CH:13]=[CH:12][C:11]=1[N:16]1[CH2:17][CH2:18][NH:19][CH2:20][CH2:21]1. The catalyst class is: 8. (3) Reactant: [NH:1]1[CH:5]=[C:4]([C:6]2[CH:14]=[C:13]3[C:9]([C:10]([CH3:18])([CH3:17])[C:11](=[O:16])[N:12]3[CH3:15])=[CH:8][CH:7]=2)[N:3]=[CH:2]1.[H-].[Na+].I[CH3:22].O. Product: [CH3:15][N:12]1[C:13]2[C:9](=[CH:8][CH:7]=[C:6]([C:4]3[N:3]=[CH:2][N:1]([CH3:22])[CH:5]=3)[CH:14]=2)[C:10]([CH3:18])([CH3:17])[C:11]1=[O:16]. The catalyst class is: 163. (4) Reactant: [F:1][C:2]([F:18])([F:17])[C:3]1[CH:8]=[CH:7][C:6]([C:9]2[N:10]=[C:11]([CH2:14][CH2:15][OH:16])[O:12][CH:13]=2)=[CH:5][CH:4]=1.CCN(CC)CC.[C:26](Cl)(=[O:28])[CH3:27].O. Product: [C:26]([O:16][CH2:15][CH2:14][C:11]1[O:12][CH:13]=[C:9]([C:6]2[CH:5]=[CH:4][C:3]([C:2]([F:1])([F:17])[F:18])=[CH:8][CH:7]=2)[N:10]=1)(=[O:28])[CH3:27]. The catalyst class is: 2. (5) Reactant: [Se](=O)=O.[OH2:4].[CH3:5][O:6][C:7]1[CH:12]=[CH:11][C:10]([O:13][CH3:14])=[CH:9][C:8]=1[C:15](=[O:17])[CH3:16]. The catalyst class is: 12. Product: [CH3:5][O:6][C:7]1[CH:12]=[CH:11][C:10]([O:13][CH3:14])=[CH:9][C:8]=1[C:15](=[O:17])[CH:16]=[O:4]. (6) Reactant: [O:1]=[C:2]1[CH2:6][S:5][C:4](=[S:7])[N:3]1[CH:8]1[CH2:13][CH2:12][CH2:11][CH:10]([C:14]([OH:16])=[O:15])[CH2:9]1.[Cl:17][C:18]1[CH:23]=[CH:22][CH:21]=[CH:20][C:19]=1[C:24]1[O:28][C:27]([CH:29]=O)=[CH:26][CH:25]=1.C(O)(=O)C.C(O)(=O)C.C(N)CN.C(OCC)(=O)C. Product: [Cl:17][C:18]1[CH:23]=[CH:22][CH:21]=[CH:20][C:19]=1[C:24]1[O:28][C:27]([CH:29]=[C:6]2[S:5][C:4](=[S:7])[N:3]([CH:8]3[CH2:13][CH2:12][CH2:11][CH:10]([C:14]([OH:16])=[O:15])[CH2:9]3)[C:2]2=[O:1])=[CH:26][CH:25]=1. The catalyst class is: 8.